The task is: Predict which catalyst facilitates the given reaction.. This data is from Catalyst prediction with 721,799 reactions and 888 catalyst types from USPTO. (1) Reactant: [N:1]([CH2:4][C@@H:5]1[CH2:10][CH2:9][O:8][C@H:7]([O:11][C@@H:12]([C:14]2[CH:19]=[C:18]([C:20]([F:23])([F:22])[F:21])[CH:17]=[C:16]([C:24]([F:27])([F:26])[F:25])[CH:15]=2)[CH3:13])[C@H:6]1[C:28]1[CH:33]=[CH:32][CH:31]=[CH:30][CH:29]=1)=[N+]=[N-]. Product: [F:22][C:20]([F:21])([F:23])[C:18]1[CH:19]=[C:14]([C@H:12]([O:11][C@@H:7]2[C@@H:6]([C:28]3[CH:33]=[CH:32][CH:31]=[CH:30][CH:29]=3)[C@H:5]([CH2:4][NH2:1])[CH2:10][CH2:9][O:8]2)[CH3:13])[CH:15]=[C:16]([C:24]([F:27])([F:25])[F:26])[CH:17]=1. The catalyst class is: 304. (2) Reactant: [Mg:1].ClCCl.C[OH:6].[CH3:7][C:8]1[CH:9]=[N:10][C:11]([CH2:17][S+:18]([O-:30])[C:19]2[NH:20][C:21]3[CH:22]=[CH:23][C:24]([O:28][CH3:29])=[CH:25][C:26]=3[N:27]=2)=[C:12]([CH3:16])[C:13]=1[O:14][CH3:15]. Product: [CH3:7][C:8]1[C:13]([O:14][CH3:15])=[C:12]([CH3:16])[C:11]([CH2:17][S:18]([C:19]2[N-:20][C:21]3[CH:22]=[CH:23][C:24]([O:28][CH3:29])=[CH:25][C:26]=3[N:27]=2)=[O:30])=[N:10][CH:9]=1.[CH3:7][C:8]1[C:13]([O:14][CH3:15])=[C:12]([CH3:16])[C:11]([CH2:17][S:18]([C:19]2[N-:20][C:21]3[CH:22]=[CH:23][C:24]([O:28][CH3:29])=[CH:25][C:26]=3[N:27]=2)=[O:30])=[N:10][CH:9]=1.[OH2:6].[OH2:14].[OH2:14].[Mg+2:1]. The catalyst class is: 6.